From a dataset of Peptide-MHC class I binding affinity with 185,985 pairs from IEDB/IMGT. Regression. Given a peptide amino acid sequence and an MHC pseudo amino acid sequence, predict their binding affinity value. This is MHC class I binding data. (1) The binding affinity (normalized) is 0.101. The peptide sequence is IDFYLCFLAF. The MHC is HLA-B40:02 with pseudo-sequence HLA-B40:02. (2) The peptide sequence is DMQKFTILEY. The MHC is HLA-A33:01 with pseudo-sequence HLA-A33:01. The binding affinity (normalized) is 0. (3) The peptide sequence is EQKRQNMVL. The MHC is HLA-B39:01 with pseudo-sequence HLA-B39:01. The binding affinity (normalized) is 0.501. (4) The peptide sequence is STVDVRNIV. The MHC is HLA-A02:01 with pseudo-sequence HLA-A02:01. The binding affinity (normalized) is 0.169. (5) The peptide sequence is KVRPTFAAG. The MHC is HLA-A30:01 with pseudo-sequence HLA-A30:01. The binding affinity (normalized) is 0.863. (6) The peptide sequence is SRPSGDLRQRL. The MHC is Mamu-A07 with pseudo-sequence Mamu-A07. The binding affinity (normalized) is 0. (7) The peptide sequence is TLFCASDAK. The MHC is HLA-A03:01 with pseudo-sequence HLA-A03:01. The binding affinity (normalized) is 0.559.